This data is from NCI-60 drug combinations with 297,098 pairs across 59 cell lines. The task is: Regression. Given two drug SMILES strings and cell line genomic features, predict the synergy score measuring deviation from expected non-interaction effect. (1) Drug 1: CCCCC(=O)OCC(=O)C1(CC(C2=C(C1)C(=C3C(=C2O)C(=O)C4=C(C3=O)C=CC=C4OC)O)OC5CC(C(C(O5)C)O)NC(=O)C(F)(F)F)O. Drug 2: C1=NC2=C(N=C(N=C2N1C3C(C(C(O3)CO)O)F)Cl)N. Cell line: NCI-H522. Synergy scores: CSS=66.7, Synergy_ZIP=4.62, Synergy_Bliss=5.44, Synergy_Loewe=1.66, Synergy_HSA=5.62. (2) Drug 1: C1=CC(=CC=C1CC(C(=O)O)N)N(CCCl)CCCl.Cl. Drug 2: COC1=C2C(=CC3=C1OC=C3)C=CC(=O)O2. Cell line: HT29. Synergy scores: CSS=11.2, Synergy_ZIP=-2.03, Synergy_Bliss=5.63, Synergy_Loewe=2.04, Synergy_HSA=1.92. (3) Drug 1: CC1=C(C=C(C=C1)NC2=NC=CC(=N2)N(C)C3=CC4=NN(C(=C4C=C3)C)C)S(=O)(=O)N.Cl. Drug 2: CC1=C(C=C(C=C1)NC(=O)C2=CC=C(C=C2)CN3CCN(CC3)C)NC4=NC=CC(=N4)C5=CN=CC=C5. Cell line: T-47D. Synergy scores: CSS=11.2, Synergy_ZIP=1.38, Synergy_Bliss=5.39, Synergy_Loewe=4.73, Synergy_HSA=4.72. (4) Drug 1: CC1C(C(CC(O1)OC2CC(CC3=C2C(=C4C(=C3O)C(=O)C5=C(C4=O)C(=CC=C5)OC)O)(C(=O)C)O)N)O.Cl. Drug 2: CCC1(CC2CC(C3=C(CCN(C2)C1)C4=CC=CC=C4N3)(C5=C(C=C6C(=C5)C78CCN9C7C(C=CC9)(C(C(C8N6C)(C(=O)OC)O)OC(=O)C)CC)OC)C(=O)OC)O.OS(=O)(=O)O. Cell line: A498. Synergy scores: CSS=20.7, Synergy_ZIP=-10.5, Synergy_Bliss=-10.2, Synergy_Loewe=-31.9, Synergy_HSA=-8.16. (5) Drug 1: C1=CC(=CC=C1CC(C(=O)O)N)N(CCCl)CCCl.Cl. Drug 2: CC1=C(N=C(N=C1N)C(CC(=O)N)NCC(C(=O)N)N)C(=O)NC(C(C2=CN=CN2)OC3C(C(C(C(O3)CO)O)O)OC4C(C(C(C(O4)CO)O)OC(=O)N)O)C(=O)NC(C)C(C(C)C(=O)NC(C(C)O)C(=O)NCCC5=NC(=CS5)C6=NC(=CS6)C(=O)NCCC[S+](C)C)O. Cell line: KM12. Synergy scores: CSS=13.0, Synergy_ZIP=-9.67, Synergy_Bliss=-11.0, Synergy_Loewe=-7.38, Synergy_HSA=-5.85. (6) Synergy scores: CSS=-2.33, Synergy_ZIP=3.23, Synergy_Bliss=2.57, Synergy_Loewe=0.819, Synergy_HSA=-0.660. Drug 2: C1=CN(C=N1)CC(O)(P(=O)(O)O)P(=O)(O)O. Drug 1: CCCS(=O)(=O)NC1=C(C(=C(C=C1)F)C(=O)C2=CNC3=C2C=C(C=N3)C4=CC=C(C=C4)Cl)F. Cell line: HCT-15. (7) Drug 1: CC1=C2C(C(=O)C3(C(CC4C(C3C(C(C2(C)C)(CC1OC(=O)C(C(C5=CC=CC=C5)NC(=O)OC(C)(C)C)O)O)OC(=O)C6=CC=CC=C6)(CO4)OC(=O)C)OC)C)OC. Drug 2: C1=CN(C(=O)N=C1N)C2C(C(C(O2)CO)O)O.Cl. Cell line: MCF7. Synergy scores: CSS=42.0, Synergy_ZIP=-2.36, Synergy_Bliss=-2.10, Synergy_Loewe=1.07, Synergy_HSA=3.27.